Dataset: Full USPTO retrosynthesis dataset with 1.9M reactions from patents (1976-2016). Task: Predict the reactants needed to synthesize the given product. Given the product [CH3:1][O:2][C:3]1[C:23]([O:24][CH3:25])=[CH:22][CH:21]=[CH:20][C:4]=1[CH:5]([CH:7]1[CH2:8][CH2:9][N:10]([C:13]([O:15][C:16]([CH3:19])([CH3:18])[CH3:17])=[O:14])[CH2:11][CH2:12]1)[OH:6], predict the reactants needed to synthesize it. The reactants are: [CH3:1][O:2][C:3]1[C:23]([O:24][CH3:25])=[CH:22][CH:21]=[CH:20][C:4]=1[C:5]([CH:7]1[CH2:12][CH2:11][N:10]([C:13]([O:15][C:16]([CH3:19])([CH3:18])[CH3:17])=[O:14])[CH2:9][CH2:8]1)=[O:6].[BH4-].[Na+].Cl.